Dataset: Catalyst prediction with 721,799 reactions and 888 catalyst types from USPTO. Task: Predict which catalyst facilitates the given reaction. (1) Reactant: [Br:1][C:2]1[C:11]2[O:10][CH:9]([CH:12]([CH3:14])[CH3:13])[C:8](=[O:15])[NH:7][C:6]=2[CH:5]=[CH:4][CH:3]=1.C(=O)([O-])[O-].[K+].[K+].[C:22]([O:26][CH3:27])(=[O:25])[CH:23]=[CH2:24].C(O)(=O)CC(CC(O)=O)(C(O)=O)O. Product: [CH3:27][O:26][C:22](=[O:25])[CH2:23][CH2:24][N:7]1[C:6]2[CH:5]=[CH:4][CH:3]=[C:2]([Br:1])[C:11]=2[O:10][CH:9]([CH:12]([CH3:13])[CH3:14])[C:8]1=[O:15]. The catalyst class is: 9. (2) Reactant: [N:1]1([C:6]2[N:11]=[CH:10][N:9]=[C:8]([O:12][C:13]3[CH:18]=[CH:17][C:16]([NH:19]C(=O)OC(C)(C)C)=[CH:15][CH:14]=3)[CH:7]=2)[CH:5]=[N:4][CH:3]=[N:2]1.FC(F)(F)C(O)=O. Product: [N:1]1([C:6]2[N:11]=[CH:10][N:9]=[C:8]([O:12][C:13]3[CH:18]=[CH:17][C:16]([NH2:19])=[CH:15][CH:14]=3)[CH:7]=2)[CH:5]=[N:4][CH:3]=[N:2]1. The catalyst class is: 2. (3) The catalyst class is: 755. Reactant: Cl[C:2]1[CH:11]=[CH:10][C:9]2[N:8]=[CH:7][C:6]3[CH2:12][N:13]([CH3:27])[C:14](=[O:26])[N:15]([C:16]4[CH:21]=[CH:20][CH:19]=[C:18]([C:22]([F:25])([F:24])[F:23])[CH:17]=4)[C:5]=3[C:4]=2[N:3]=1.C(=O)([O-])[O-].[Na+].[Na+].CC1(C)C(C)(C)OB([C:42]2[CH:43]=[CH:44][C:45]([NH:48][C:49](=[O:51])[CH3:50])=[N:46][CH:47]=2)O1. Product: [CH3:27][N:13]1[CH2:12][C:6]2[CH:7]=[N:8][C:9]3[CH:10]=[CH:11][C:2]([C:42]4[CH:43]=[CH:44][C:45]([NH:48][C:49](=[O:51])[CH3:50])=[N:46][CH:47]=4)=[N:3][C:4]=3[C:5]=2[N:15]([C:16]2[CH:21]=[CH:20][CH:19]=[C:18]([C:22]([F:25])([F:24])[F:23])[CH:17]=2)[C:14]1=[O:26]. (4) Reactant: [NH2:1][C:2]1[C:7]([F:8])=[C:6]([C:9]2[CH:14]=[CH:13][C:12]([Cl:15])=[C:11]([O:16][CH3:17])[C:10]=2[F:18])[N:5]=[C:4]([C:19]([O:21][CH2:22]C2C=CC=CC=2)=[O:20])[C:3]=1[Cl:29].CO.C[O-].[Na+]. Product: [NH2:1][C:2]1[C:7]([F:8])=[C:6]([C:9]2[CH:14]=[CH:13][C:12]([Cl:15])=[C:11]([O:16][CH3:17])[C:10]=2[F:18])[N:5]=[C:4]([C:19]([O:21][CH3:22])=[O:20])[C:3]=1[Cl:29]. The catalyst class is: 6. (5) Reactant: [CH2:1]([O:3][C:4](=[O:32])[CH2:5][CH2:6][CH2:7][CH2:8][CH2:9][CH2:10][N:11]([C:26]1[CH:31]=[CH:30][CH:29]=[CH:28][N:27]=1)[C:12]1[CH:17]=[C:16](OS(C(F)(F)F)(=O)=O)[CH:15]=[CH:14][N:13]=1)[CH3:2].B(O)(O)[C:34]1[CH:35]=[CH:36][C:37]([CH3:40])=[CH:38][CH:39]=1.C(=O)([O-])[O-].[K+].[K+].O. Product: [CH2:1]([O:3][C:4](=[O:32])[CH2:5][CH2:6][CH2:7][CH2:8][CH2:9][CH2:10][N:11]([C:26]1[CH:31]=[CH:30][CH:29]=[CH:28][N:27]=1)[C:12]1[CH:17]=[C:16]([C:34]2[CH:39]=[CH:38][C:37]([CH3:40])=[CH:36][CH:35]=2)[CH:15]=[CH:14][N:13]=1)[CH3:2]. The catalyst class is: 109. (6) The catalyst class is: 348. Product: [C:2]([C:6]1[CH:7]=[CH:8][C:9]([N:12]2[CH2:16][CH:15]3[CH2:17][N:18]([CH2:20][CH2:21][C:22]([N:63]4[CH2:64][CH2:65][CH:60]([NH:59][C:56]5[CH:57]=[CH:58][C:53]([N+:50]([O-:52])=[O:51])=[C:54]([C:66]([F:67])([F:68])[F:69])[CH:55]=5)[CH2:61][CH2:62]4)=[O:23])[CH2:19][CH:14]3[CH2:13]2)=[CH:10][CH:11]=1)([CH3:3])([CH3:4])[CH3:5]. Reactant: [Li+].[C:2]([C:6]1[CH:11]=[CH:10][C:9]([N:12]2[CH2:16][CH:15]3[CH2:17][N:18]([CH2:20][CH2:21][C:22]([O-])=[O:23])[CH2:19][CH:14]3[CH2:13]2)=[CH:8][CH:7]=1)([CH3:5])([CH3:4])[CH3:3].F[P-](F)(F)(F)(F)F.CN(C)C(ON1C2C=CC=CC=2N=N1)=[N+](C)C.Cl.[N+:50]([C:53]1[CH:58]=[CH:57][C:56]([NH:59][CH:60]2[CH2:65][CH2:64][NH:63][CH2:62][CH2:61]2)=[CH:55][C:54]=1[C:66]([F:69])([F:68])[F:67])([O-:52])=[O:51].C(N(C(C)C)CC)(C)C.[O-2].[Al+3].[O-2].[O-2].[Al+3]. (7) Reactant: B(F)(F)F.CCOCC.[C:10]([O:13][CH:14]1[O:31][C@H:30]([CH2:32][O:33][C:34](=[O:36])[CH3:35])[C@@H:25]([O:26][C:27](=[O:29])[CH3:28])[C@H:20]([O:21][C:22](=[O:24])[CH3:23])[C@H:15]1[O:16][C:17](=[O:19])[CH3:18])(=O)[CH3:11].[Br:37]CCO. Product: [C:17]([O:16][C@@H:15]1[C@@H:20]([O:21][C:22](=[O:24])[CH3:23])[C@H:25]([O:26][C:27](=[O:29])[CH3:28])[C@@H:30]([CH2:32][O:33][C:34](=[O:36])[CH3:35])[O:31][C@H:14]1[O:13][CH2:10][CH2:11][Br:37])(=[O:19])[CH3:18]. The catalyst class is: 2. (8) Product: [Br:15][C:12]1[CH:13]=[CH:14][C:9]([NH:8][C:5]2[CH:6]=[CH:7][C:2]([C:16]3[CH:21]=[CH:20][CH:19]=[CH:18][CH:17]=3)=[CH:3][CH:4]=2)=[CH:10][CH:11]=1. Reactant: Br[C:2]1[CH:7]=[CH:6][C:5]([NH:8][C:9]2[CH:14]=[CH:13][C:12]([Br:15])=[CH:11][CH:10]=2)=[CH:4][CH:3]=1.[C:16]1(B(O)O)[CH:21]=[CH:20][CH:19]=[CH:18][CH:17]=1.C([O-])([O-])=O.[Na+].[Na+].CCO. The catalyst class is: 11.